Task: Regression. Given a peptide amino acid sequence and an MHC pseudo amino acid sequence, predict their binding affinity value. This is MHC class I binding data.. Dataset: Peptide-MHC class I binding affinity with 185,985 pairs from IEDB/IMGT The peptide sequence is GVDPNIRTGV. The MHC is HLA-A02:01 with pseudo-sequence HLA-A02:01. The binding affinity (normalized) is 0.458.